From a dataset of Reaction yield outcomes from USPTO patents with 853,638 reactions. Predict the reaction yield, written as a fraction of the theoretical maximum amount of product (1.0 means a 100% yield; for example, 0.34 means a 34% yield). The yield is 0.800. The catalyst is O1CCOCC1.O. The reactants are [CH3:1][C:2]([C:6]1[CH:11]=[CH:10][C:9]([N+:12]([O-:14])=[O:13])=[CH:8][CH:7]=1)([CH3:5])[CH2:3][NH2:4].[OH-].[Na+].[CH3:17][C:18]([O:21][C:22](O[C:22]([O:21][C:18]([CH3:20])([CH3:19])[CH3:17])=[O:23])=[O:23])([CH3:20])[CH3:19].OS([O-])(=O)=O.[K+]. The product is [CH3:5][C:2]([C:6]1[CH:11]=[CH:10][C:9]([N+:12]([O-:14])=[O:13])=[CH:8][CH:7]=1)([CH3:1])[CH2:3][NH:4][C:22](=[O:23])[O:21][C:18]([CH3:20])([CH3:19])[CH3:17].